From a dataset of Forward reaction prediction with 1.9M reactions from USPTO patents (1976-2016). Predict the product of the given reaction. (1) Given the reactants C(NC(C)C)(C)C.C([Li])CCC.[CH3:13][O:14][C:15](=[O:22])[CH2:16][CH:17]1[CH2:21][CH2:20][CH2:19][CH2:18]1.[CH:23](OCC)=[O:24], predict the reaction product. The product is: [CH3:13][O:14][C:15](=[O:22])[CH:16]([CH:17]1[CH2:21][CH2:20][CH2:19][CH2:18]1)[CH:23]=[O:24]. (2) Given the reactants [CH3:1][O:2][C:3]1[C:7]([O:8][CH3:9])=[CH:6][S:5][CH:4]=1.[CH2:10](O)C(O)C, predict the reaction product. The product is: [CH3:10][CH:1]1[O:2][C:3]2=[CH:4][S:5][CH:6]=[C:7]2[O:8][CH2:9]1.